From a dataset of Peptide-MHC class I binding affinity with 185,985 pairs from IEDB/IMGT. Regression. Given a peptide amino acid sequence and an MHC pseudo amino acid sequence, predict their binding affinity value. This is MHC class I binding data. (1) The peptide sequence is AVNAATYNR. The MHC is HLA-A01:01 with pseudo-sequence HLA-A01:01. The binding affinity (normalized) is 0.0847. (2) The peptide sequence is STLKTFFWF. The MHC is Mamu-A01 with pseudo-sequence Mamu-A01. The binding affinity (normalized) is 0.704. (3) The peptide sequence is DIVKGLSGY. The MHC is HLA-A02:06 with pseudo-sequence HLA-A02:06. The binding affinity (normalized) is 0.0847.